This data is from Reaction yield outcomes from USPTO patents with 853,638 reactions. The task is: Predict the reaction yield, written as a fraction of the theoretical maximum amount of product (1.0 means a 100% yield; for example, 0.34 means a 34% yield). The reactants are [F:1][C:2]1[CH:3]=[C:4]([C:9]2([OH:13])[CH2:12][O:11][CH2:10]2)[CH:5]=[C:6]([F:8])[CH:7]=1.[H-].[Na+].I[CH3:17]. The catalyst is CN(C=O)C. The product is [F:1][C:2]1[CH:3]=[C:4]([C:9]2([O:13][CH3:17])[CH2:12][O:11][CH2:10]2)[CH:5]=[C:6]([F:8])[CH:7]=1. The yield is 0.830.